From a dataset of Peptide-MHC class I binding affinity with 185,985 pairs from IEDB/IMGT. Regression. Given a peptide amino acid sequence and an MHC pseudo amino acid sequence, predict their binding affinity value. This is MHC class I binding data. The peptide sequence is LQRNWSYGF. The MHC is HLA-A31:01 with pseudo-sequence HLA-A31:01. The binding affinity (normalized) is 0.374.